From a dataset of Reaction yield outcomes from USPTO patents with 853,638 reactions. Predict the reaction yield, written as a fraction of the theoretical maximum amount of product (1.0 means a 100% yield; for example, 0.34 means a 34% yield). (1) The reactants are Cl[C:2]([O:4][CH2:5][CH3:6])=[O:3].[CH:7]12[CH2:16][CH:11]3[CH2:12][CH:13]([CH2:15][CH:9]([CH2:10]3)[CH:8]1[C:17]1[CH:22]=[C:21]([CH3:23])[CH:20]=[CH:19][C:18]=1[OH:24])[CH2:14]2.CCN(CC)CC. The catalyst is CN(C1C=CN=CC=1)C.ClCCl. The product is [C:2](=[O:3])([O:4][CH2:5][CH3:6])[O:24][C:18]1[CH:19]=[CH:20][C:21]([CH3:23])=[CH:22][C:17]=1[CH:8]1[CH:9]2[CH2:10][CH:11]3[CH2:12][CH:13]([CH2:14][CH:7]1[CH2:16]3)[CH2:15]2. The yield is 0.940. (2) The product is [ClH:22].[ClH:22].[NH2:4][CH2:5][C@H:6]([C:8]1[CH:9]=[CH:10][CH:11]=[C:12]2[C:17]=1[N:16]=[CH:15][CH:14]=[C:13]2[C:18]([NH:20][CH3:21])=[O:19])[CH3:7]. The yield is 0.610. The reactants are C([NH:4][CH2:5][C@H:6]([C:8]1[CH:9]=[CH:10][CH:11]=[C:12]2[C:17]=1[N:16]=[CH:15][CH:14]=[C:13]2[C:18]([NH:20][CH3:21])=[O:19])[CH3:7])(=O)C.[ClH:22].[OH-].[Na+].Cl.CC(O)C.Cl.NC[C@H](C1C=CC=C2C=1N=CC=C2C(NC)=O)C. The catalyst is CCOC(C)=O.